This data is from Forward reaction prediction with 1.9M reactions from USPTO patents (1976-2016). The task is: Predict the product of the given reaction. (1) Given the reactants [Cl:1][C:2]1[CH:3]=[C:4]([OH:9])[C:5](=[CH:7][CH:8]=1)[OH:6].[O-]P([O-])([O-])=O.[K+].[K+].[K+].[CH2:18](OS(C1C=CC=C([N+]([O-])=O)C=1)(=O)=O)[C@@H:19]1[O:21][CH2:20]1.C(O)(=O)C.[Cl-].[Na+], predict the reaction product. The product is: [Cl:1][C:2]1[CH:8]=[CH:7][C:5]2[O:6][C@@H:19]([CH2:20][OH:21])[CH2:18][O:9][C:4]=2[CH:3]=1. (2) Given the reactants [C:1]([N:5]1[C:9]([C:10]2[CH:15]=[CH:14][C:13]([F:16])=[CH:12][CH:11]=2)=[C:8]([C:17]2[S:18][CH:19]=[C:20]([C:22]([OH:24])=O)[N:21]=2)[CH:7]=[N:6]1)([CH3:4])([CH3:3])[CH3:2].[O:25]1[CH2:30][CH2:29][N:28]([CH2:31][CH2:32][NH2:33])[CH2:27][CH2:26]1, predict the reaction product. The product is: [C:1]([N:5]1[C:9]([C:10]2[CH:11]=[CH:12][C:13]([F:16])=[CH:14][CH:15]=2)=[C:8]([C:17]2[S:18][CH:19]=[C:20]([C:22]([NH:33][CH2:32][CH2:31][N:28]3[CH2:29][CH2:30][O:25][CH2:26][CH2:27]3)=[O:24])[N:21]=2)[CH:7]=[N:6]1)([CH3:3])([CH3:4])[CH3:2]. (3) Given the reactants [C:1]([O:5][C:6]([N:8]1[CH2:13][CH2:12][N:11]([C:14]2[CH:19]=[CH:18][N:17]=[C:16]([Cl:20])[CH:15]=2)[CH2:10][CH2:9]1)=[O:7])([CH3:4])([CH3:3])[CH3:2].CC(O)=O.[Cl:25]N1C(=O)CCC1=O.C([O-])(O)=O.[Na+], predict the reaction product. The product is: [C:1]([O:5][C:6]([N:8]1[CH2:13][CH2:12][N:11]([C:14]2[CH:19]=[CH:18][N:17]=[C:16]([Cl:20])[C:15]=2[Cl:25])[CH2:10][CH2:9]1)=[O:7])([CH3:4])([CH3:2])[CH3:3]. (4) Given the reactants Br[C:2]1[CH:3]=[CH:4][C:5]([N:8]2[CH2:30][CH2:29][C:10]3([CH2:13][CH:12]([NH:14][C:15]([O:17][CH2:18][C:19]4[O:23][N:22]=[C:21]([C:24]([O:26][CH2:27][CH3:28])=[O:25])[CH:20]=4)=[O:16])[CH2:11]3)[CH2:9]2)=[N:6][CH:7]=1.[F:31][C:32]1[CH:37]=[CH:36][C:35](B(O)O)=[CH:34][CH:33]=1.C(=O)([O-])[O-].[Cs+].[Cs+], predict the reaction product. The product is: [F:31][C:32]1[CH:37]=[CH:36][C:35]([C:2]2[CH:3]=[CH:4][C:5]([N:8]3[CH2:30][CH2:29][C:10]4([CH2:11][CH:12]([NH:14][C:15]([O:17][CH2:18][C:19]5[O:23][N:22]=[C:21]([C:24]([O:26][CH2:27][CH3:28])=[O:25])[CH:20]=5)=[O:16])[CH2:13]4)[CH2:9]3)=[N:6][CH:7]=2)=[CH:34][CH:33]=1. (5) Given the reactants [I:1][C:2]1[CH:3]=[CH:4][C:5]([CH3:16])=[C:6]([CH:15]=1)[CH2:7][C:8]1[CH:13]=[CH:12][C:11]([OH:14])=[CH:10][CH:9]=1.N1C=CN=C1.[C:22]([Si:26]([CH3:29])([CH3:28])Cl)([CH3:25])([CH3:24])[CH3:23], predict the reaction product. The product is: [I:1][C:2]1[CH:3]=[CH:4][C:5]([CH3:16])=[C:6]([CH:15]=1)[CH2:7][C:8]1[CH:13]=[CH:12][C:11]([O:14][Si:26]([C:22]([CH3:25])([CH3:24])[CH3:23])([CH3:29])[CH3:28])=[CH:10][CH:9]=1.